From a dataset of Catalyst prediction with 721,799 reactions and 888 catalyst types from USPTO. Predict which catalyst facilitates the given reaction. (1) Reactant: [OH:1][C:2]1[CH:7]=[CH:6][C:5]([C:8](=[O:11])[CH:9]=[O:10])=[CH:4][CH:3]=1.[Cl:12][C:13]1[CH:14]=[C:15]([CH:18]=[CH:19][C:20]=1[Cl:21])[CH2:16]Br.C(=O)([O-])[O-].[K+].[K+].O. Product: [Cl:12][C:13]1[CH:14]=[C:15]([CH:18]=[CH:19][C:20]=1[Cl:21])[CH2:16][O:1][C:2]1[CH:3]=[CH:4][C:5]([C:8](=[O:11])[CH:9]=[O:10])=[CH:6][CH:7]=1. The catalyst class is: 3. (2) Reactant: [C:1]1([CH2:7][C@H:8]2[N:14]([S:15]([C:18]3[S:19][CH:20]=[CH:21][CH:22]=3)(=[O:17])=[O:16])[CH2:13][C:12]3[CH:23]=[C:24]([C:27]#[N:28])[CH:25]=[CH:26][C:11]=3[NH:10][CH2:9]2)[CH:6]=[CH:5][CH:4]=[CH:3][CH:2]=1.[NH:29]1[CH:33]=[C:32]([CH:34]=O)[N:31]=[CH:30]1.FC(F)(F)C(O)=O.FC(F)(F)C(OC(=O)C(F)(F)F)=O.C([SiH](CC)CC)C. Product: [NH:29]1[CH:33]=[C:32]([CH2:34][N:10]2[C:11]3[CH:26]=[CH:25][C:24]([C:27]#[N:28])=[CH:23][C:12]=3[CH2:13][N:14]([S:15]([C:18]3[S:19][CH:20]=[CH:21][CH:22]=3)(=[O:17])=[O:16])[C@H:8]([CH2:7][C:1]3[CH:6]=[CH:5][CH:4]=[CH:3][CH:2]=3)[CH2:9]2)[N:31]=[CH:30]1. The catalyst class is: 11. (3) Reactant: [CH2:1]([N:3]1[CH2:8][C:7]([CH3:10])([CH3:9])[O:6][C:5](=[O:11])[CH:4]1[C:12]([CH3:21])([CH3:20])[C:13]([O:15]C(C)(C)C)=[O:14])[CH3:2].FC(F)(F)C(O)=O. Product: [CH2:1]([N:3]1[CH2:8][C:7]([CH3:10])([CH3:9])[O:6][C:5](=[O:11])[CH:4]1[C:12]([CH3:20])([CH3:21])[C:13]([OH:15])=[O:14])[CH3:2]. The catalyst class is: 4. (4) Reactant: [CH2:1]([O:3][C:4](=[O:44])/[C:5](/[CH3:43])=[CH:6]/[C@@H:7]([N:11]([C:14](=[O:42])[C@@H:15]([NH:20][C:21](=[O:41])[C@@H:22]([N:32](C(OC(C)(C)C)=O)[CH3:33])[C:23]([CH3:31])([C:25]1[CH:30]=[CH:29][CH:28]=[CH:27][CH:26]=1)[CH3:24])[C:16]([CH3:19])([CH3:18])[CH3:17])[CH2:12]C)[CH2:8][CH2:9][CH3:10])[CH3:2]. Product: [CH2:1]([O:3][C:4](=[O:44])/[C:5](/[CH3:43])=[CH:6]/[C@@H:7]([N:11]([C:14](=[O:42])[C@@H:15]([NH:20][C:21](=[O:41])[C@@H:22]([NH:32][CH3:33])[C:23]([CH3:24])([C:25]1[CH:30]=[CH:29][CH:28]=[CH:27][CH:26]=1)[CH3:31])[C:16]([CH3:17])([CH3:19])[CH3:18])[CH3:12])[CH2:8][CH2:9][CH3:10])[CH3:2]. The catalyst class is: 330. (5) The catalyst class is: 219. Reactant: [F:1][C:2]1[CH:3]=[C:4]([CH:7]=[CH:8][C:9]=1[N:10]1[CH:14]=[C:13]([CH3:15])[N:12]=[CH:11]1)[CH:5]=O.[Cl:16][CH2:17][CH2:18][CH2:19][CH:20](P(OCC)(OCC)=O)[C:21]([O:23][C:24]([CH3:27])([CH3:26])[CH3:25])=[O:22].O.[OH-].[Li+].O.C(=O)(O)[O-].[Na+]. Product: [Cl:16][CH2:17][CH2:18][CH2:19]/[C:20](=[CH:5]\[C:4]1[CH:7]=[CH:8][C:9]([N:10]2[CH:14]=[C:13]([CH3:15])[N:12]=[CH:11]2)=[C:2]([F:1])[CH:3]=1)/[C:21]([O:23][C:24]([CH3:27])([CH3:26])[CH3:25])=[O:22]. (6) Reactant: [C:1]([C:5]1[CH:9]=[C:8]([NH:10][C:11](=[O:36])[NH:12][CH2:13][C:14]2[CH:34]=[C:33]([F:35])[CH:32]=[CH:31][C:15]=2[O:16][C:17]2[CH:18]=[C:19]3[C:23](=[CH:24][CH:25]=2)[N:22]([CH2:26][C:27](OC)=[O:28])[N:21]=[CH:20]3)[N:7]([C:37]2[CH:42]=[CH:41][C:40]([CH3:43])=[CH:39][CH:38]=2)[N:6]=1)([CH3:4])([CH3:3])[CH3:2].[BH4-].[Na+]. Product: [C:1]([C:5]1[CH:9]=[C:8]([NH:10][C:11]([NH:12][CH2:13][C:14]2[CH:34]=[C:33]([F:35])[CH:32]=[CH:31][C:15]=2[O:16][C:17]2[CH:18]=[C:19]3[C:23](=[CH:24][CH:25]=2)[N:22]([CH2:26][CH2:27][OH:28])[N:21]=[CH:20]3)=[O:36])[N:7]([C:37]2[CH:42]=[CH:41][C:40]([CH3:43])=[CH:39][CH:38]=2)[N:6]=1)([CH3:4])([CH3:3])[CH3:2]. The catalyst class is: 5. (7) Reactant: [CH2:1]([O:3][C:4]([C:6]1[NH:7][CH:8]=[C:9]2[CH:18]([C:19]3[O:20][C:21]([S:24][C:25]4[NH:29][C:28]5[C:30]([F:35])=[CH:31][C:32]([F:34])=[CH:33][C:27]=5[N:26]=4)=[CH:22][CH:23]=3)[C:17]3[C:16](=[O:36])[CH2:15][N:14](OC(C)(C)C)[CH2:13][C:12]=3[NH:11][C:10]=12)=[O:5])[CH3:2].[ClH:42]. Product: [ClH:42].[CH2:1]([O:3][C:4]([C:6]1[NH:7][CH:8]=[C:9]2[CH:18]([C:19]3[O:20][C:21]([S:24][C:25]4[NH:29][C:28]5[C:30]([F:35])=[CH:31][C:32]([F:34])=[CH:33][C:27]=5[N:26]=4)=[CH:22][CH:23]=3)[C:17]3[C:16](=[O:36])[CH2:15][NH:14][CH2:13][C:12]=3[NH:11][C:10]=12)=[O:5])[CH3:2]. The catalyst class is: 12. (8) Reactant: CN1CC[O:5][CH2:4]C1.[NH2:8][C:9]1[C:10]2[C:17]([C:18]3[CH:23]=[CH:22][C:21]([O:24][C:25]4[CH:30]=[CH:29][CH:28]=[CH:27][CH:26]=4)=[CH:20][CH:19]=3)=[CH:16][N:15]([CH:31]3[CH2:35][CH2:34][CH:33]([OH:36])[CH2:32]3)[C:11]=2[N:12]=[CH:13][N:14]=1.[O:37]1[CH2:42][CH2:41][N:40]([CH2:43][CH2:44][NH2:45])[CH2:39][CH2:38]1. Product: [O:37]1[CH2:42][CH2:41][N:40]([CH2:43][CH2:44][NH:45][C:4](=[O:5])[O:36][CH:33]2[CH2:34][CH2:35][CH:31]([N:15]3[C:11]4[N:12]=[CH:13][N:14]=[C:9]([NH2:8])[C:10]=4[C:17]([C:18]4[CH:19]=[CH:20][C:21]([O:24][C:25]5[CH:30]=[CH:29][CH:28]=[CH:27][CH:26]=5)=[CH:22][CH:23]=4)=[CH:16]3)[CH2:32]2)[CH2:39][CH2:38]1. The catalyst class is: 96. (9) Reactant: [NH2:1][CH:2]([CH2:10][NH:11][C:12]1[C:17]([CH2:18][CH3:19])=[C:16]([N:20]2[CH2:25][CH2:24][CH:23]([C:26]3[CH:35]=[CH:34][C:33]4[CH2:32][CH2:31][CH2:30][NH:29][C:28]=4[N:27]=3)[CH2:22][CH2:21]2)[N:15]=[CH:14][N:13]=1)[C:3]([O:5][C:6]([CH3:9])([CH3:8])[CH3:7])=[O:4].[N+:36]([C:39]1[CH:44]=[CH:43][CH:42]=[CH:41][C:40]=1[N:45]=[C:46]=[O:47])([O-:38])=[O:37]. Product: [CH2:18]([C:17]1[C:12]([NH:11][CH2:10][CH:2]([NH:1][C:46]([NH:45][C:40]2[CH:41]=[CH:42][CH:43]=[CH:44][C:39]=2[N+:36]([O-:38])=[O:37])=[O:47])[C:3]([O:5][C:6]([CH3:8])([CH3:7])[CH3:9])=[O:4])=[N:13][CH:14]=[N:15][C:16]=1[N:20]1[CH2:21][CH2:22][CH:23]([C:26]2[CH:35]=[CH:34][C:33]3[CH2:32][CH2:31][CH2:30][NH:29][C:28]=3[N:27]=2)[CH2:24][CH2:25]1)[CH3:19]. The catalyst class is: 7.